This data is from TCR-epitope binding with 47,182 pairs between 192 epitopes and 23,139 TCRs. The task is: Binary Classification. Given a T-cell receptor sequence (or CDR3 region) and an epitope sequence, predict whether binding occurs between them. (1) The epitope is KLMNIQQKL. The TCR CDR3 sequence is CASTEGLAGAYEQYF. Result: 0 (the TCR does not bind to the epitope). (2) The epitope is FVRATATIPI. The TCR CDR3 sequence is CASSTTGGETQYF. Result: 0 (the TCR does not bind to the epitope). (3) The epitope is RLYYDSMSY. The TCR CDR3 sequence is CASSLGQGASYEQYF. Result: 0 (the TCR does not bind to the epitope). (4) Result: 0 (the TCR does not bind to the epitope). The TCR CDR3 sequence is CASSLFTGDTEAFF. The epitope is SGPLKAEIAQRLED. (5) Result: 1 (the TCR binds to the epitope). The TCR CDR3 sequence is CASRAAGLAHNEQFF. The epitope is LEPLVDLPI. (6) The epitope is TPINLVRDL. The TCR CDR3 sequence is CASSLGQGNYEQYF. Result: 1 (the TCR binds to the epitope). (7) The epitope is FIAGLIAIV. The TCR CDR3 sequence is CASSSGDETQYF. Result: 0 (the TCR does not bind to the epitope). (8) The epitope is KLSYGIATV. The TCR CDR3 sequence is CASSLAGDWDEQFF. Result: 1 (the TCR binds to the epitope). (9) The TCR CDR3 sequence is CASTLGGLPQHF. Result: 1 (the TCR binds to the epitope). The epitope is LLFNKVTLA.